Dataset: Forward reaction prediction with 1.9M reactions from USPTO patents (1976-2016). Task: Predict the product of the given reaction. (1) The product is: [OH:4][C:5]1[CH:10]=[CH:9][CH:8]=[CH:7][C:6]=1[C:2]([CH3:12])([CH3:1])[C:3]([NH2:13])=[O:11]. Given the reactants [CH3:1][C:2]1([CH3:12])[C:6]2[CH:7]=[CH:8][CH:9]=[CH:10][C:5]=2[O:4][C:3]1=[O:11].[NH3:13], predict the reaction product. (2) Given the reactants I[C:2]1[CH:3]=[C:4]2[C:9](=[CH:10][CH:11]=1)[N:8]([CH2:12][CH2:13][O:14][CH3:15])[CH:7]=[C:6]([C:16]([O:18][CH2:19][CH3:20])=[O:17])[C:5]2=[O:21].[B:22]1([B:22]2[O:26][C:25]([CH3:28])([CH3:27])[C:24]([CH3:30])([CH3:29])[O:23]2)[O:26][C:25]([CH3:28])([CH3:27])[C:24]([CH3:30])([CH3:29])[O:23]1.C([O-])(=O)C.[K+], predict the reaction product. The product is: [CH3:15][O:14][CH2:13][CH2:12][N:8]1[C:9]2[C:4](=[CH:3][C:2]([B:22]3[O:26][C:25]([CH3:28])([CH3:27])[C:24]([CH3:30])([CH3:29])[O:23]3)=[CH:11][CH:10]=2)[C:5](=[O:21])[C:6]([C:16]([O:18][CH2:19][CH3:20])=[O:17])=[CH:7]1. (3) Given the reactants C(O)(C(F)(F)F)=O.[O:8]=[C:9]1[CH2:14][CH2:13][CH2:12][C@H:11]([C@H:15]([NH:23][C:24]([C:26]2[C:35]([NH:36][C:37]([NH:39][C:40]3[C:45]([CH3:46])=[CH:44][C:43]([CH3:47])=[CH:42][C:41]=3[CH3:48])=[O:38])=[CH:34][C:33]3[C:28](=[CH:29][CH:30]=[CH:31][CH:32]=3)[CH:27]=2)=[O:25])[C:16]([O:18]C(C)(C)C)=[O:17])[CH2:10]1.CCOCC.CCCCCC, predict the reaction product. The product is: [O:8]=[C:9]1[CH2:14][CH2:13][CH2:12][C@H:11]([C@H:15]([NH:23][C:24]([C:26]2[C:35]([NH:36][C:37]([NH:39][C:40]3[C:45]([CH3:46])=[CH:44][C:43]([CH3:47])=[CH:42][C:41]=3[CH3:48])=[O:38])=[CH:34][C:33]3[C:28](=[CH:29][CH:30]=[CH:31][CH:32]=3)[CH:27]=2)=[O:25])[C:16]([OH:18])=[O:17])[CH2:10]1. (4) Given the reactants C(Cl)CCl.Cl.[CH3:6][C:7]1([CH3:24])[C:13](=[O:14])[NH:12][C:11]2[N:15]=[CH:16][C:17](/[CH:19]=[CH:20]/[C:21]([OH:23])=O)=[CH:18][C:10]=2[CH2:9][O:8]1.C1C=CC2N(O)N=NC=2C=1.[CH3:35][O:36][C:37]1[C:38]([O:47][CH2:48][CH2:49][CH3:50])=[C:39]([C@H:43]([NH:45][CH3:46])[CH3:44])[CH:40]=[CH:41][CH:42]=1.C(N(C(C)C)C(C)C)C, predict the reaction product. The product is: [CH3:24][C:7]1([CH3:6])[C:13](=[O:14])[NH:12][C:11]2[N:15]=[CH:16][C:17](/[CH:19]=[CH:20]/[C:21]([N:45]([C@@H:43]([C:39]3[CH:40]=[CH:41][CH:42]=[C:37]([O:36][CH3:35])[C:38]=3[O:47][CH2:48][CH2:49][CH3:50])[CH3:44])[CH3:46])=[O:23])=[CH:18][C:10]=2[CH2:9][O:8]1. (5) Given the reactants C([O:4][CH2:5][C:6]([N:8]1[CH2:13][CH2:12][N:11]([C:14]2[CH:19]=[CH:18][C:17]([N:20]3[CH2:24][C@H:23]([CH2:25][O:26][C:27]4[CH:31]=[CH:30][O:29][N:28]=4)[O:22][C:21]3=[O:32])=[CH:16][C:15]=2[F:33])[CH2:10][CH2:9]1)=[O:7])(=O)C.C(=O)([O-])[O-].[K+].[K+], predict the reaction product. The product is: [OH:4][CH2:5][C:6]([N:8]1[CH2:9][CH2:10][N:11]([C:14]2[CH:19]=[CH:18][C:17]([N:20]3[CH2:24][C@H:23]([CH2:25][O:26][C:27]4[CH:31]=[CH:30][O:29][N:28]=4)[O:22][C:21]3=[O:32])=[CH:16][C:15]=2[F:33])[CH2:12][CH2:13]1)=[O:7]. (6) Given the reactants [CH3:1][O:2][C:3](=[O:19])[CH2:4][N:5]1[C:13]2[C:8](=[CH:9][C:10]([O:14][CH3:15])=[CH:11][CH:12]=2)[CH:7]=[C:6]1[C:16](O)=[O:17].S(Cl)(Cl)=O.[S-:24][C:25]#[N:26].[K+].[OH-].[NH4+:29], predict the reaction product. The product is: [NH2:26][C:25](=[S:24])[NH:29][C:16]([C:6]1[N:5]([CH2:4][C:3]([O:2][CH3:1])=[O:19])[C:13]2[C:8]([CH:7]=1)=[CH:9][C:10]([O:14][CH3:15])=[CH:11][CH:12]=2)=[O:17]. (7) Given the reactants C1([C@@H]([N:9]2[C@@H:16]3[C@@H:11]([CH2:12][CH2:13][N:14]([C:17]([O:19][C:20]([CH3:23])([CH3:22])[CH3:21])=[O:18])[CH2:15]3)[CH2:10]2)C)C=CC=CC=1.CC(O)=O.[H][H], predict the reaction product. The product is: [C@@H:16]12[NH:9][CH2:10][C@@H:11]1[CH2:12][CH2:13][N:14]([C:17]([O:19][C:20]([CH3:23])([CH3:22])[CH3:21])=[O:18])[CH2:15]2. (8) Given the reactants [Na+].[C:2]([C:5]1[CH:10]=[CH:9][C:8]([NH:11][C:12](=[O:23])[CH:13]([C:17]2[CH:22]=[CH:21][CH:20]=[CH:19][CH:18]=2)[C:14]([O-:16])=O)=[CH:7][CH:6]=1)(=[NH:4])[NH2:3].[B-](F)(F)(F)F.CCOC(C(C#N)=NOC(N(C)C)=[N+](C)C)=O.[N+:46]([C:49]1[CH:54]=[CH:53][C:52]([C@@H:55]([NH2:57])[CH3:56])=[CH:51][CH:50]=1)([O-:48])=[O:47], predict the reaction product. The product is: [C:2]([C:5]1[CH:6]=[CH:7][C:8]([NH:11][C:12](=[O:23])[CH:13]([C:17]2[CH:22]=[CH:21][CH:20]=[CH:19][CH:18]=2)[C:14]([NH:57][CH:55]([C:52]2[CH:51]=[CH:50][C:49]([N+:46]([O-:48])=[O:47])=[CH:54][CH:53]=2)[CH3:56])=[O:16])=[CH:9][CH:10]=1)(=[NH:4])[NH2:3].